Dataset: Catalyst prediction with 721,799 reactions and 888 catalyst types from USPTO. Task: Predict which catalyst facilitates the given reaction. (1) Reactant: [Cl:1][C:2]1[CH:10]=[CH:9][C:5]([C:6](Cl)=[O:7])=[CH:4][CH:3]=1.[Al+3].[Cl-].[Cl-].[Cl-].[CH3:15][S:16][C:17]1[C:22]2[CH:23]=[C:24]3[N:29]([C:21]=2[N:20]=[CH:19][CH:18]=1)[CH2:28][CH2:27][CH2:26][CH:25]3[CH2:30][C:31]([O:33][CH2:34][CH3:35])=[O:32]. Product: [CH2:34]([O:33][C:31](=[O:32])[CH2:30][CH:25]1[C:24]2[N:29]([C:21]3[N:20]=[CH:19][CH:18]=[C:17]([S:16][CH3:15])[C:22]=3[C:23]=2[C:6](=[O:7])[C:5]2[CH:9]=[CH:10][C:2]([Cl:1])=[CH:3][CH:4]=2)[CH2:28][CH2:27][CH2:26]1)[CH3:35]. The catalyst class is: 26. (2) Reactant: [CH2:1]([C:3]1[CH:8]=[CH:7][C:6]([C:9]2[NH:10][C:11](=[S:14])[NH:12][N:13]=2)=[C:5]([O:15][CH3:16])[CH:4]=1)[CH3:2].Br.Br[CH2:19][C:20]1[CH:25]=[CH:24][CH:23]=[CH:22][N:21]=1. Product: [CH2:1]([C:3]1[CH:8]=[CH:7][C:6]([C:9]2[NH:13][N:12]=[C:11]([S:14][CH2:19][C:20]3[CH:25]=[CH:24][CH:23]=[CH:22][N:21]=3)[N:10]=2)=[C:5]([O:15][CH3:16])[CH:4]=1)[CH3:2]. The catalyst class is: 351. (3) Reactant: Cl[CH:2]([C:14]1[CH:19]=[CH:18][CH:17]=[CH:16][CH:15]=1)[C:3]([C:5]1[C:13]2[C:8](=[CH:9][CH:10]=[CH:11][CH:12]=2)[NH:7][CH:6]=1)=[O:4].[Cl:20][C:21]1[CH:22]=[C:23]([CH:25]=[CH:26][CH:27]=1)[NH2:24].CCN(C(C)C)C(C)C. Product: [Cl:20][C:21]1[CH:22]=[C:23]([NH:24][CH:2]([C:14]2[CH:19]=[CH:18][CH:17]=[CH:16][CH:15]=2)[C:3]([C:5]2[C:13]3[C:8](=[CH:9][CH:10]=[CH:11][CH:12]=3)[NH:7][CH:6]=2)=[O:4])[CH:25]=[CH:26][CH:27]=1. The catalyst class is: 3. (4) Reactant: [O:1]1[CH2:3][C@H:2]1[CH2:4][OH:5].[Cl:6][C:7]1[C:12](O)=[CH:11][CH:10]=[CH:9][N:8]=1.C1(P(C2C=CC=CC=2)C2C=CC=CC=2)C=CC=CC=1.N(C(OC(C)C)=O)=NC(OC(C)C)=O. Product: [Cl:6][C:7]1[C:12]([O:5][CH2:4][C@@H:2]2[CH2:3][O:1]2)=[CH:11][CH:10]=[CH:9][N:8]=1. The catalyst class is: 1.